Task: Predict which catalyst facilitates the given reaction.. Dataset: Catalyst prediction with 721,799 reactions and 888 catalyst types from USPTO (1) Reactant: [CH2:1]([CH:4]1[CH2:8][O:7][CH2:6][C:5]1=O)[CH:2]=[CH2:3].[NH2:10][OH:11].Cl.N1C=CC=CC=1. Product: [CH2:1]([CH:4]1[CH2:8][O:7][CH2:6]/[C:5]/1=[N:10]\[OH:11])[CH:2]=[CH2:3]. The catalyst class is: 8. (2) Product: [NH2:9][C@@H:8]([CH2:1][C:2]1[CH:3]=[CH:4][CH:5]=[CH:6][CH:7]=1)[C@@H:12]([C@H:13]1[CH2:17][C@@H:16]([O:18][C:19]2[CH:24]=[CH:23][CH:22]=[CH:21][CH:20]=2)[CH2:15][N:14]1[C:25]([O:27][C:28]([CH3:30])([CH3:31])[CH3:29])=[O:26])[OH:11]. The catalyst class is: 38. Reactant: [CH2:1]([C@H:8]1[C@@H:12]([C@H:13]2[CH2:17][C@@H:16]([O:18][C:19]3[CH:24]=[CH:23][CH:22]=[CH:21][CH:20]=3)[CH2:15][N:14]2[C:25]([O:27][C:28]([CH3:31])([CH3:30])[CH3:29])=[O:26])[O:11]C(=O)[NH:9]1)[C:2]1[CH:7]=[CH:6][CH:5]=[CH:4][CH:3]=1.